From a dataset of Forward reaction prediction with 1.9M reactions from USPTO patents (1976-2016). Predict the product of the given reaction. (1) The product is: [CH2:25]([O:24][C:22]([N:21]1[CH2:20][CH2:19][C@@:16]23[C:17]4[CH:18]=[C:5]([O:4][CH2:3][Cl:35])[CH:6]=[CH:7][C:8]=4[CH2:9][C@@H:10]1[C@@H:11]2[CH2:12][CH2:13][CH2:14][CH2:15]3)=[O:23])[C:26]1[CH:31]=[CH:30][CH:29]=[CH:28][CH:27]=1. Given the reactants CS[CH2:3][O:4][C:5]1[CH:6]=[CH:7][C:8]2[CH2:9][C@H:10]3[N:21]([C:22]([O:24][CH2:25][C:26]4[CH:31]=[CH:30][CH:29]=[CH:28][CH:27]=4)=[O:23])[CH2:20][CH2:19][C@@:16]4([C:17]=2[CH:18]=1)[C@H:11]3[CH2:12][CH2:13][CH2:14][CH2:15]4.S(Cl)([Cl:35])(=O)=O, predict the reaction product. (2) Given the reactants I[C:2]1[CH:7]=[CH:6][C:5]([CH2:8][CH2:9][OH:10])=[CH:4][CH:3]=1.[Cl:11][C:12]1[CH:17]=[CH:16][C:15]([OH:18])=[CH:14][CH:13]=1.C(=O)([O-])[O-].[Cs+].[Cs+].CN(C)CC(O)=O, predict the reaction product. The product is: [Cl:11][C:12]1[CH:17]=[CH:16][C:15]([O:18][C:2]2[CH:7]=[CH:6][C:5]([CH2:8][CH2:9][OH:10])=[CH:4][CH:3]=2)=[CH:14][CH:13]=1.